This data is from Full USPTO retrosynthesis dataset with 1.9M reactions from patents (1976-2016). The task is: Predict the reactants needed to synthesize the given product. (1) The reactants are: [NH2:1][C:2]1[C:3]([CH3:12])=[CH:4][C:5]([Br:11])=[C:6]([CH:10]=1)[C:7]([OH:9])=[O:8].S(Cl)(Cl)=O.[CH3:17]O. Given the product [NH2:1][C:2]1[C:3]([CH3:12])=[CH:4][C:5]([Br:11])=[C:6]([CH:10]=1)[C:7]([O:9][CH3:17])=[O:8], predict the reactants needed to synthesize it. (2) The reactants are: Cl.[N:2]1[C:11]2[NH:10][CH2:9][CH2:8][CH2:7][C:6]=2[CH:5]=[CH:4][C:3]=1[CH2:12][CH2:13][CH2:14][CH2:15][C:16]([OH:18])=O.CN1C[CH2:24][O:23]CC1.CN([P+](ON1N=N[C:43]2[C:38]1=[CH:39][CH:40]=[CH:41][CH:42]=2)(N(C)C)N(C)C)C.[F:46][P-](F)(F)(F)(F)F.[Li+].[OH-:54].[CH3:55][C:56]#[N:57]. Given the product [F:46][C:43]1[CH:42]=[C:41]([CH:55]([CH2:56][NH:57][C:16](=[O:18])[CH2:15][CH2:14][CH2:13][CH2:12][C:3]2[CH:4]=[CH:5][C:6]3[CH2:7][CH2:8][CH2:9][NH:10][C:11]=3[N:2]=2)[C:24]([OH:23])=[O:54])[CH:40]=[CH:39][CH:38]=1, predict the reactants needed to synthesize it. (3) Given the product [ClH:37].[ClH:37].[ClH:37].[CH3:35][C:34]1[C:33]2[C:28](=[CH:29][CH:30]=[CH:31][CH:32]=2)[CH:27]=[N:26][C:25]=1[C:23]1[C:22]([NH2:36])=[N:21][CH:20]=[C:19]([C:17]2[CH:16]=[N:15][N:14]([CH:11]3[CH2:12][CH2:13][NH:8][CH2:9][CH2:10]3)[CH:18]=2)[CH:24]=1, predict the reactants needed to synthesize it. The reactants are: C(OC([N:8]1[CH2:13][CH2:12][CH:11]([N:14]2[CH:18]=[C:17]([C:19]3[CH:20]=[N:21][C:22]([NH2:36])=[C:23]([C:25]4[N:26]=[CH:27][C:28]5[C:33]([C:34]=4[CH3:35])=[CH:32][CH:31]=[CH:30][CH:29]=5)[CH:24]=3)[CH:16]=[N:15]2)[CH2:10][CH2:9]1)=O)(C)(C)C.[ClH:37]. (4) Given the product [CH2:1]([O:8][C:9]1[CH:14]=[CH:13][C:12]([N+:15]([O-:17])=[O:16])=[CH:11][C:10]=1[NH2:18])[C:2]1[CH:3]=[CH:4][CH:5]=[CH:6][CH:7]=1, predict the reactants needed to synthesize it. The reactants are: [CH2:1]([O:8][C:9]1[CH:14]=[CH:13][C:12]([N+:15]([O-:17])=[O:16])=[CH:11][C:10]=1[NH:18]C(=O)OC(C)(C)C)[C:2]1[CH:7]=[CH:6][CH:5]=[CH:4][CH:3]=1.FC(F)(F)C(O)=O.CCCCCC.C(OCC)(=O)C. (5) Given the product [Cl:1][C:2]1[CH:7]=[CH:6][C:5]([CH2:8][CH:9]([NH:10][CH:21]=[O:22])[C:11]2([CH3:14])[CH2:13][CH2:12]2)=[CH:4][C:3]=1[O:15][CH2:16][CH2:17][CH2:18][O:19][CH3:20], predict the reactants needed to synthesize it. The reactants are: [Cl:1][C:2]1[CH:7]=[CH:6][C:5]([CH2:8][CH:9]([C:11]2([CH3:14])[CH2:13][CH2:12]2)[NH2:10])=[CH:4][C:3]=1[O:15][CH2:16][CH2:17][CH2:18][O:19][CH3:20].[CH:21](O)=[O:22]. (6) The reactants are: [CH3:1][C:2]1[N:7]=[CH:6][C:5]([C:8]#[C:9][C:10]2[CH:11]=[N:12][C:13]([NH2:16])=[N:14][CH:15]=2)=[CH:4][C:3]=1[N+:17]([O-])=O.C(O)(=O)C.CC(C)=O.C(=O)([O-])[O-].[K+].[K+]. Given the product [NH2:17][C:3]1[CH:4]=[C:5]([C:8]#[C:9][C:10]2[CH:15]=[N:14][C:13]([NH2:16])=[N:12][CH:11]=2)[CH:6]=[N:7][C:2]=1[CH3:1], predict the reactants needed to synthesize it. (7) Given the product [Br:1][C:2]1[CH:3]=[C:4]([CH:7]=[CH:8][C:9]=1[O:10][Si:20]([C:17]([CH3:19])([CH3:18])[CH3:16])([CH3:22])[CH3:21])[CH:5]=[O:6], predict the reactants needed to synthesize it. The reactants are: [Br:1][C:2]1[CH:3]=[C:4]([CH:7]=[CH:8][C:9]=1[OH:10])[CH:5]=[O:6].N1C=CN=C1.[CH3:16][C:17]([Si:20](Cl)([CH3:22])[CH3:21])([CH3:19])[CH3:18]. (8) Given the product [Br:1][C:2]1[CH:3]=[C:4]2[C:9](=[CH:10][CH:11]=1)[C:8](=[O:12])[N:22]([CH2:23][C:24]1[CH:32]=[CH:31][C:27]3[O:28][CH2:29][CH2:30][C:26]=3[CH:25]=1)[C:6]([C:13]([OH:15])=[O:14])=[C:5]2[C:16]1[CH:21]=[CH:20][CH:19]=[CH:18][CH:17]=1, predict the reactants needed to synthesize it. The reactants are: [Br:1][C:2]1[CH:3]=[C:4]2[C:9](=[CH:10][CH:11]=1)[C:8](=[O:12])O[C:6]([C:13]([OH:15])=[O:14])=[C:5]2[C:16]1[CH:21]=[CH:20][CH:19]=[CH:18][CH:17]=1.[NH2:22][CH2:23][C:24]1[CH:32]=[CH:31][C:27]2[O:28][CH2:29][CH2:30][C:26]=2[CH:25]=1.C(N(CC)CC)C.